From a dataset of Forward reaction prediction with 1.9M reactions from USPTO patents (1976-2016). Predict the product of the given reaction. (1) Given the reactants [F:1][C:2]1[N:7]=[C:6]([NH2:8])[CH:5]=[CH:4][CH:3]=1.[Cl:9][CH:10]([Cl:15])[C:11]([CH2:13]Cl)=O, predict the reaction product. The product is: [Cl:9][CH:10]([Cl:15])[C:11]1[N:8]=[C:6]2[CH:5]=[CH:4][CH:3]=[C:2]([F:1])[N:7]2[CH:13]=1. (2) Given the reactants Cl.[F:2][C:3]1[CH:8]=[CH:7][C:6]([NH:9][NH2:10])=[C:5]([CH3:11])[CH:4]=1.[F:12][C:13]([F:23])([F:22])[C:14](=O)[CH2:15][C:16](OCC)=[O:17], predict the reaction product. The product is: [F:2][C:3]1[CH:8]=[CH:7][C:6]([N:9]2[C:16]([OH:17])=[CH:15][C:14]([C:13]([F:23])([F:22])[F:12])=[N:10]2)=[C:5]([CH3:11])[CH:4]=1.